From a dataset of Reaction yield outcomes from USPTO patents with 853,638 reactions. Predict the reaction yield, written as a fraction of the theoretical maximum amount of product (1.0 means a 100% yield; for example, 0.34 means a 34% yield). The yield is 0.810. The reactants are [CH3:1][O:2][C:3]1[CH:8]=[C:7](B2OC(C)(C)C(C)(C)O2)[CH:6]=[CH:5][N:4]=1.Br[C:19]1[CH:20]=[CH:21][C:22]([C:25]([F:28])([F:27])[F:26])=[N:23][CH:24]=1. The product is [CH3:1][O:2][C:3]1[CH:8]=[C:7]([C:19]2[CH:24]=[N:23][C:22]([C:25]([F:28])([F:27])[F:26])=[CH:21][CH:20]=2)[CH:6]=[CH:5][N:4]=1. No catalyst specified.